This data is from CYP2C9 inhibition data for predicting drug metabolism from PubChem BioAssay. The task is: Regression/Classification. Given a drug SMILES string, predict its absorption, distribution, metabolism, or excretion properties. Task type varies by dataset: regression for continuous measurements (e.g., permeability, clearance, half-life) or binary classification for categorical outcomes (e.g., BBB penetration, CYP inhibition). Dataset: cyp2c9_veith. The drug is O=C1Nc2ccc(F)cc2C12Nc1ccccc1-c1nnc(SCc3ccccc3F)nc1O2. The result is 1 (inhibitor).